Dataset: Full USPTO retrosynthesis dataset with 1.9M reactions from patents (1976-2016). Task: Predict the reactants needed to synthesize the given product. (1) Given the product [F:32][C:29]1[CH:30]=[CH:31][C:26]([C:25]2[C:24]3[C:19](=[CH:20][CH:21]=[C:22]([N:33]4[CH2:38][CH2:37][CH2:36][CH2:35][CH2:34]4)[CH:23]=3)[N:18]=[C:17]([CH3:39])[C:16]=2[CH:14]([O:13][C:12]2[CH:11]=[CH:10][C:9]([OH:8])=[CH:41][CH:40]=2)[CH3:15])=[CH:27][CH:28]=1, predict the reactants needed to synthesize it. The reactants are: C([O:8][C:9]1[CH:41]=[CH:40][C:12]([O:13][CH:14]([C:16]2[C:17]([CH3:39])=[N:18][C:19]3[C:24]([C:25]=2[C:26]2[CH:31]=[CH:30][C:29]([F:32])=[CH:28][CH:27]=2)=[CH:23][C:22]([N:33]2[CH2:38][CH2:37][CH2:36][CH2:35][CH2:34]2)=[CH:21][CH:20]=3)[CH3:15])=[CH:11][CH:10]=1)C1C=CC=CC=1.[H][H]. (2) The reactants are: C(O[C:6]([N:8]1[CH2:13][CH2:12][N:11]([C:14]2[C:18]3[CH:19]=[CH:20][CH:21]=[CH:22][C:17]=3[O:16][N:15]=2)[CH2:10][CH2:9]1)=O)(C)(C)C.FC(F)(F)C(O)=O.[O:30]1C[CH:31]1[CH2:33][N:34]1[C:42]2[CH2:41][CH2:40][N:39]([C:43](=[O:45])[CH3:44])[CH2:38][C:37]=2[C:36]([C:46]2[CH:51]=[CH:50][C:49]([C:52]([F:55])([F:54])[F:53])=[CH:48][CH:47]=2)=[N:35]1. Given the product [O:16]1[C:17]2[CH:22]=[CH:21][CH:20]=[CH:19][C:18]=2[C:14]([N:11]2[CH2:10][CH2:9][N:8]([CH2:6][CH:31]([OH:30])[CH2:33][N:34]3[C:42]4[CH2:41][CH2:40][N:39]([C:43](=[O:45])[CH3:44])[CH2:38][C:37]=4[C:36]([C:46]4[CH:51]=[CH:50][C:49]([C:52]([F:55])([F:54])[F:53])=[CH:48][CH:47]=4)=[N:35]3)[CH2:13][CH2:12]2)=[N:15]1, predict the reactants needed to synthesize it. (3) Given the product [Br:1][C:2]1[CH:7]=[CH:6][C:5]([O:8][CH2:18][C:19](=[O:21])[CH3:20])=[C:4]([CH2:9][CH3:10])[CH:3]=1, predict the reactants needed to synthesize it. The reactants are: [Br:1][C:2]1[CH:7]=[CH:6][C:5]([OH:8])=[C:4]([CH2:9][CH3:10])[CH:3]=1.C(=O)([O-])[O-].[K+].[K+].Cl[CH2:18][C:19](=[O:21])[CH3:20].[I-].[Na+]. (4) Given the product [Cl:13][C:14]1[CH:19]=[CH:18][C:17]([C:20]2[NH:12][C:11]3[N:10]([N:9]=[CH:8][C:7]=3[C:4]3[CH:5]=[CH:6][N:2]([CH3:1])[N:3]=3)[C:22](=[O:23])[CH:21]=2)=[CH:16][C:15]=1[O:28][CH3:29], predict the reactants needed to synthesize it. The reactants are: [CH3:1][N:2]1[CH:6]=[CH:5][C:4]([C:7]2[CH:8]=[N:9][NH:10][C:11]=2[NH2:12])=[N:3]1.[Cl:13][C:14]1[CH:19]=[CH:18][C:17]([C:20](=O)[CH2:21][C:22](OCC)=[O:23])=[CH:16][C:15]=1[O:28][CH3:29].CC1C=CC(S(O)(=O)=O)=CC=1.